From a dataset of Full USPTO retrosynthesis dataset with 1.9M reactions from patents (1976-2016). Predict the reactants needed to synthesize the given product. (1) Given the product [CH3:23][O:22][C:19]1[CH:20]=[CH:21][C:16]([C:8]2[C:7]([CH2:6][O:5][C:25]3[CH:30]=[CH:29][C:28]([CH2:31][CH2:32][C:33]([OH:35])=[O:34])=[C:27]([CH3:38])[C:26]=3[CH3:39])=[C:11]([C:12]([F:15])([F:14])[F:13])[S:10][N:9]=2)=[CH:17][CH:18]=1, predict the reactants needed to synthesize it. The reactants are: CS([O:5][CH2:6][C:7]1[C:8]([C:16]2[CH:21]=[CH:20][C:19]([O:22][CH3:23])=[CH:18][CH:17]=2)=[N:9][S:10][C:11]=1[C:12]([F:15])([F:14])[F:13])(=O)=O.O[C:25]1[CH:30]=[CH:29][C:28]([CH2:31][CH2:32][C:33]([O:35]CC)=[O:34])=[C:27]([CH3:38])[C:26]=1[CH3:39]. (2) The reactants are: [NH2:1][C:2]1[N:7]=[CH:6][N:5]=[C:4]2[N:8]([CH:20]([C:22]3[O:23][C:24]4[C:29]([C:30](=[O:39])[C:31]=3[C:32]3[CH:37]=[CH:36][CH:35]=[C:34]([F:38])[CH:33]=3)=[CH:28][CH:27]=[CH:26][CH:25]=4)[CH3:21])[N:9]=[C:10]([C:11]3[CH:16]=[C:15]([O:17]C)[CH:14]=[CH:13][C:12]=3[Cl:19])[C:3]=12. Given the product [NH2:1][C:2]1[N:7]=[CH:6][N:5]=[C:4]2[N:8]([CH:20]([C:22]3[O:23][C:24]4[C:29]([C:30](=[O:39])[C:31]=3[C:32]3[CH:37]=[CH:36][CH:35]=[C:34]([F:38])[CH:33]=3)=[CH:28][CH:27]=[CH:26][CH:25]=4)[CH3:21])[N:9]=[C:10]([C:11]3[CH:16]=[C:15]([OH:17])[CH:14]=[CH:13][C:12]=3[Cl:19])[C:3]=12, predict the reactants needed to synthesize it. (3) Given the product [Cl:1][C:2]1[CH:3]=[C:4]2[C:9](=[CH:10][C:11]=1[Cl:12])[C:8](=[O:13])[N:7]([CH2:14][C:15]([CH3:18])([CH3:16])[CH3:17])[C:6]([C:19]([O:21][C:22]([CH3:25])([CH3:24])[CH3:23])=[O:20])=[C:5]2[O:26][CH3:27], predict the reactants needed to synthesize it. The reactants are: [Cl:1][C:2]1[CH:3]=[C:4]2[C:9](=[CH:10][C:11]=1[Cl:12])[C:8](=[O:13])[N:7]([CH2:14][C:15]([CH3:18])([CH3:17])[CH3:16])[C:6]([C:19]([O:21][C:22]([CH3:25])([CH3:24])[CH3:23])=[O:20])=[C:5]2[OH:26].[C:27](=O)([O-])[O-].[K+].[K+].CI.O. (4) Given the product [CH2:23]([C:25]1[O:26][C:27]([CH:30]2[CH2:35][CH2:34][N:33]([C:20](=[O:21])/[CH:19]=[CH:18]/[C:9]3[CH:10]=[CH:11][C:12]([C:14]([F:15])([F:16])[F:17])=[CH:13][C:8]=3[CH2:7][N:5]3[N:4]=[N:3][C:2]([CH3:1])=[N:6]3)[CH2:32][CH2:31]2)=[N:28][N:29]=1)[CH3:24], predict the reactants needed to synthesize it. The reactants are: [CH3:1][C:2]1[N:3]=[N:4][N:5]([CH2:7][C:8]2[CH:13]=[C:12]([C:14]([F:17])([F:16])[F:15])[CH:11]=[CH:10][C:9]=2/[CH:18]=[CH:19]/[C:20](O)=[O:21])[N:6]=1.[CH2:23]([C:25]1[O:26][C:27]([CH:30]2[CH2:35][CH2:34][NH:33][CH2:32][CH2:31]2)=[N:28][N:29]=1)[CH3:24].